Dataset: NCI-60 drug combinations with 297,098 pairs across 59 cell lines. Task: Regression. Given two drug SMILES strings and cell line genomic features, predict the synergy score measuring deviation from expected non-interaction effect. (1) Drug 1: CN1C(=O)N2C=NC(=C2N=N1)C(=O)N. Drug 2: COCCOC1=C(C=C2C(=C1)C(=NC=N2)NC3=CC=CC(=C3)C#C)OCCOC.Cl. Cell line: CCRF-CEM. Synergy scores: CSS=-4.75, Synergy_ZIP=3.32, Synergy_Bliss=1.05, Synergy_Loewe=-3.58, Synergy_HSA=-4.39. (2) Drug 1: CS(=O)(=O)OCCCCOS(=O)(=O)C. Drug 2: CC12CCC3C(C1CCC2OP(=O)(O)O)CCC4=C3C=CC(=C4)OC(=O)N(CCCl)CCCl.[Na+]. Cell line: HCT-15. Synergy scores: CSS=16.9, Synergy_ZIP=3.46, Synergy_Bliss=-1.75, Synergy_Loewe=-13.5, Synergy_HSA=-6.39. (3) Drug 1: CC1C(C(CC(O1)OC2CC(CC3=C2C(=C4C(=C3O)C(=O)C5=C(C4=O)C(=CC=C5)OC)O)(C(=O)C)O)N)O.Cl. Drug 2: CC1CCCC2(C(O2)CC(NC(=O)CC(C(C(=O)C(C1O)C)(C)C)O)C(=CC3=CSC(=N3)C)C)C. Cell line: NCI-H522. Synergy scores: CSS=5.68, Synergy_ZIP=-6.29, Synergy_Bliss=-1.76, Synergy_Loewe=-2.69, Synergy_HSA=-1.56. (4) Drug 2: CC1C(C(CC(O1)OC2CC(CC3=C2C(=C4C(=C3O)C(=O)C5=C(C4=O)C(=CC=C5)OC)O)(C(=O)CO)O)N)O.Cl. Cell line: MOLT-4. Synergy scores: CSS=49.6, Synergy_ZIP=-6.09, Synergy_Bliss=-6.97, Synergy_Loewe=-20.0, Synergy_HSA=-3.19. Drug 1: C1=CC=C(C(=C1)C(C2=CC=C(C=C2)Cl)C(Cl)Cl)Cl.